Dataset: Full USPTO retrosynthesis dataset with 1.9M reactions from patents (1976-2016). Task: Predict the reactants needed to synthesize the given product. (1) Given the product [CH3:7][N:8]1[CH:12]=[C:11]([C:13]([N:27]2[CH2:28][CH2:29][CH2:30][CH:25]([C:22]3[CH:23]=[CH:24][C:19]([O:18][CH3:17])=[CH:20][C:21]=3[CH3:31])[CH2:26]2)=[O:14])[C:10]([CH3:16])=[N:9]1, predict the reactants needed to synthesize it. The reactants are: CCCP(=O)=O.[CH3:7][N:8]1[CH:12]=[C:11]([C:13](O)=[O:14])[C:10]([CH3:16])=[N:9]1.[CH3:17][O:18][C:19]1[CH:24]=[CH:23][C:22]([CH:25]2[CH2:30][CH2:29][CH2:28][NH:27][CH2:26]2)=[C:21]([CH3:31])[CH:20]=1.C(N(CC)CC)C. (2) Given the product [Cl:12][C:13]1[CH:18]=[CH:17][CH:16]=[CH:15][C:14]=1[C:19]1[N:20]=[C:21]([NH:24][C:1]([C@@H:9]2[C@H:4]([C:3]([OH:2])=[O:10])[CH2:5][CH:6]=[CH:7][CH2:8]2)=[O:11])[S:22][CH:23]=1, predict the reactants needed to synthesize it. The reactants are: [C:1]1(=[O:11])[C@@H:9]2[C@@H:4]([CH2:5][CH:6]=[CH:7][CH2:8]2)[C:3](=[O:10])[O:2]1.[Cl:12][C:13]1[CH:18]=[CH:17][CH:16]=[CH:15][C:14]=1[C:19]1[N:20]=[C:21]([NH2:24])[S:22][CH:23]=1.